Dataset: Catalyst prediction with 721,799 reactions and 888 catalyst types from USPTO. Task: Predict which catalyst facilitates the given reaction. (1) Reactant: [Cl:1][C:2]1[CH:3]=[C:4]([C:7]([N:9]=[CH:10][N:11](C)C)=O)[S:5][CH:6]=1.Cl.[C:15]([NH:19]N)([CH3:18])([CH3:17])[CH3:16]. Product: [C:15]([N:19]1[C:7]([C:4]2[S:5][CH:6]=[C:2]([Cl:1])[CH:3]=2)=[N:9][CH:10]=[N:11]1)([CH3:18])([CH3:17])[CH3:16]. The catalyst class is: 52. (2) Reactant: [C:1]([C:5]1[CH:6]=[C:7]([N+:14]([O-])=O)[C:8]([O:12][CH3:13])=[C:9]([Cl:11])[CH:10]=1)([CH3:4])([CH3:3])[CH3:2].O.O.Cl[Sn]Cl.O. Product: [C:1]([C:5]1[CH:10]=[C:9]([Cl:11])[C:8]([O:12][CH3:13])=[C:7]([NH2:14])[CH:6]=1)([CH3:4])([CH3:2])[CH3:3]. The catalyst class is: 33. (3) Reactant: [CH:1]1([CH2:4][CH2:5][C:6]2[CH:7]=[C:8]([NH:17][C:18]3[CH:23]=[CH:22][C:21]([CH:24]4[CH2:29][CH2:28][N:27](C(OC(C)(C)C)=O)[CH2:26][CH2:25]4)=[CH:20][C:19]=3[O:37][CH3:38])[C:9]3[C:10](=[O:16])[NH:11][N:12]=[CH:13][C:14]=3[N:15]=2)[CH2:3][CH2:2]1.FC(F)(F)C(O)=O. Product: [CH:1]1([CH2:4][CH2:5][C:6]2[CH:7]=[C:8]([NH:17][C:18]3[CH:23]=[CH:22][C:21]([CH:24]4[CH2:29][CH2:28][NH:27][CH2:26][CH2:25]4)=[CH:20][C:19]=3[O:37][CH3:38])[C:9]3[C:10](=[O:16])[NH:11][N:12]=[CH:13][C:14]=3[N:15]=2)[CH2:2][CH2:3]1. The catalyst class is: 4.